From a dataset of Reaction yield outcomes from USPTO patents with 853,638 reactions. Predict the reaction yield, written as a fraction of the theoretical maximum amount of product (1.0 means a 100% yield; for example, 0.34 means a 34% yield). (1) The reactants are [CH2:1]([CH:3]([CH2:9][CH2:10][CH2:11][CH3:12])[CH2:4][O:5][CH2:6][CH2:7][OH:8])[CH3:2].C(C(CCCC)COCCOCCO)C.C(O)(=O)C1C=CC=CC=1.[C:37]([O:45][CH2:46][CH2:47]OCC(CC)CCCC)(=[O:44])[C:38]1[CH:43]=[CH:42][CH:41]=[CH:40][CH:39]=1. The catalyst is CC(C)[O-].CC(C)[O-].CC(C)[O-].CC(C)[O-].[Ti+4].C1(C)C=CC=CC=1. The product is [C:37]([O:45][CH2:46][CH2:47][O:8][CH2:7][CH2:6][O:5][CH2:4][CH:3]([CH2:1][CH3:2])[CH2:9][CH2:10][CH2:11][CH3:12])(=[O:44])[C:38]1[CH:43]=[CH:42][CH:41]=[CH:40][CH:39]=1. The yield is 0.850. (2) The reactants are [NH:1]1[CH2:5][CH2:4][CH2:3][C@H:2]1[CH2:6][OH:7].[C:8]([O:12][C:13](O[C:13]([O:12][C:8]([CH3:11])([CH3:10])[CH3:9])=[O:14])=[O:14])([CH3:11])([CH3:10])[CH3:9]. No catalyst specified. The product is [C:13]([N:1]1[CH2:5][CH2:4][CH2:3][C@H:2]1[CH2:6][OH:7])([O:12][C:8]([CH3:11])([CH3:10])[CH3:9])=[O:14]. The yield is 0.880. (3) The catalyst is C1COCC1.O. The reactants are [CH3:1][NH:2][C:3]([C:5]1[C:9]([CH:10]=NC)=[CH:8][NH:7][N:6]=1)=[O:4].C(O)(C(F)(F)F)=[O:14]. The yield is 0.820. The product is [CH:10]([C:9]1[C:5]([C:3]([NH:2][CH3:1])=[O:4])=[N:6][NH:7][CH:8]=1)=[O:14]. (4) The reactants are [N+:1]([C:4]1[CH:5]=[C:6]([CH:14]=[CH:15][CH:16]=1)[O:7][CH2:8][C:9](OCC)=[O:10])([O-:3])=[O:2].Cl.CN.[CH:20]([N:23](C(C)C)CC)(C)C. The catalyst is CO.O. The product is [CH3:20][NH:23][C:9](=[O:10])[CH2:8][O:7][C:6]1[CH:14]=[CH:15][CH:16]=[C:4]([N+:1]([O-:3])=[O:2])[CH:5]=1. The yield is 0.950. (5) The reactants are C(N(CC)CC)C.Cl.[Br:9][C:10]1[CH:15]=[CH:14][C:13]([CH:16]2[CH2:20][CH2:19][NH:18][CH2:17]2)=[CH:12][CH:11]=1.[C:21](O[C:21]([O:23][C:24]([CH3:27])([CH3:26])[CH3:25])=[O:22])([O:23][C:24]([CH3:27])([CH3:26])[CH3:25])=[O:22]. The catalyst is C1COCC1.O. The product is [Br:9][C:10]1[CH:11]=[CH:12][C:13]([CH:16]2[CH2:20][CH2:19][N:18]([C:21]([O:23][C:24]([CH3:27])([CH3:26])[CH3:25])=[O:22])[CH2:17]2)=[CH:14][CH:15]=1. The yield is 1.00. (6) The reactants are [Cl:1][C:2]1[C:3]([O:20][CH3:21])=[C:4]2[C:9](=[CH:10][CH:11]=1)[C:8](=[O:12])[C:7]([OH:17])([C:13](F)(F)F)[CH2:6][C:5]2([CH3:19])[CH3:18].[CH:22]([Mg]Br)=[CH2:23].[NH4+].[Cl-]. The catalyst is C1COCC1. The product is [Cl:1][C:2]1[C:3]([O:20][CH3:21])=[C:4]2[C:9](=[CH:10][CH:11]=1)[C:8]([CH:22]=[CH2:23])([OH:12])[C:7]([CH3:13])([OH:17])[CH2:6][C:5]2([CH3:19])[CH3:18]. The yield is 0.900.